Predict the reactants needed to synthesize the given product. From a dataset of Full USPTO retrosynthesis dataset with 1.9M reactions from patents (1976-2016). (1) Given the product [S:1]([NH:11][N:12]=[C:13]1[C:30]2[CH:29]=[C:28]([OH:31])[CH:27]=[CH:26][C:25]=2[C@@H:24]2[C@H:15]([C@H:16]3[C@@:20]([CH2:22][CH2:23]2)([CH3:21])[C@@H:19]([OH:35])[CH2:18][CH2:17]3)[CH2:14]1)([C:4]1[CH:10]=[CH:9][C:7]([CH3:8])=[CH:6][CH:5]=1)(=[O:3])=[O:2], predict the reactants needed to synthesize it. The reactants are: [S:1]([NH:11][N:12]=[C:13]1[C:30]2[CH:29]=[C:28]([O:31]C(=O)C)[CH:27]=[CH:26][C:25]=2[C@@H:24]2[C@H:15]([C@H:16]3[C@@:20]([CH2:22][CH2:23]2)([CH3:21])[C@@H:19]([O:35]C(=O)C)[CH2:18][CH2:17]3)[CH2:14]1)([C:4]1[CH:10]=[CH:9][C:7]([CH3:8])=[CH:6][CH:5]=1)(=[O:3])=[O:2].[OH-].[K+]. (2) The reactants are: [O:1]=[C:2]1[N:6]([CH:7]2[CH2:12][CH2:11][N:10]([CH2:13][C:14]3[CH:19]=[CH:18][C:17]([C:20]4[C:21]([C:33]5[CH:38]=[CH:37][CH:36]=[CH:35][CH:34]=5)=[N:22][C:23]5[C:28]([N:29]=4)=[CH:27][C:26]([C:30](O)=[O:31])=[CH:25][CH:24]=5)=[CH:16][CH:15]=3)[CH2:9][CH2:8]2)[C:5]2[CH:39]=[CH:40][CH:41]=[CH:42][C:4]=2[NH:3]1.[CH:43]1[CH:44]=[CH:45][C:46]2N(O)N=N[C:47]=2[CH:48]=1.[NH:53]=C=N.[CH2:56]([N:58]([CH2:62][CH3:63])[CH2:59][CH2:60][NH2:61])[CH3:57].[CH3:64][N:65]1[C:69](=[O:70])[CH2:68][CH2:67][CH2:66]1. Given the product [CH2:56]([N:58]([CH2:62][CH3:63])[CH2:59][CH2:60][NH:61][C:30]([C:26]1[CH:27]=[C:28]2[C:23](=[CH:24][CH:25]=1)[N:22]=[C:21]([C:33]1[CH:34]=[CH:35][CH:36]=[CH:37][CH:38]=1)[C:20]([C:17]1[CH:18]=[CH:19][C:14]([CH2:13][N:10]3[CH2:9][CH2:8][CH:7]([N:6]4[C:5]5[CH:39]=[CH:40][CH:41]=[CH:42][C:4]=5[NH:3][C:2]4=[O:1])[CH2:12][CH2:11]3)=[CH:15][CH:16]=1)=[N:29]2)=[O:31])[CH3:57].[O:1]=[C:2]1[N:6]([CH:7]2[CH2:8][CH2:9][N:10]([CH2:13][C:14]3[CH:19]=[CH:18][C:17]([C:20]4[C:64]([C:43]5[CH:44]=[CH:45][CH:46]=[CH:47][CH:48]=5)=[N:65][C:66]5[C:28](=[CH:27][CH:26]=[C:68]([C:69]([NH2:53])=[O:70])[CH:67]=5)[N:29]=4)=[CH:16][CH:15]=3)[CH2:11][CH2:12]2)[C:5]2[CH:39]=[CH:40][CH:41]=[CH:42][C:4]=2[NH:3]1, predict the reactants needed to synthesize it. (3) Given the product [C:20]([NH:23][C:24]1[CH:25]=[C:26]([CH:32]=[C:33]([C:15]2[C:14]([Br:13])=[CH:19][CH:18]=[CH:17][N:16]=2)[CH:34]=1)[C:27]([O:29][CH2:30][CH3:31])=[O:28])(=[O:22])[CH3:21], predict the reactants needed to synthesize it. The reactants are: [Li]CCCC.C(NC(C)C)(C)C.[Br:13][C:14]1[CH:15]=[N:16][CH:17]=[CH:18][CH:19]=1.[C:20]([NH:23][C:24]1[CH:25]=[C:26]([CH:32]=[C:33](I)[CH:34]=1)[C:27]([O:29][CH2:30][CH3:31])=[O:28])(=[O:22])[CH3:21]. (4) Given the product [NH2:1][C:4]1[CH:11]=[CH:10][C:7]([C:8]#[N:9])=[CH:6][C:5]=1[NH:12][CH:13]1[CH2:14][CH2:15][N:16]([CH:19]2[CH2:24][CH2:23][O:22][CH2:21][CH2:20]2)[CH2:17][CH2:18]1, predict the reactants needed to synthesize it. The reactants are: [N+:1]([C:4]1[CH:11]=[CH:10][C:7]([C:8]#[N:9])=[CH:6][C:5]=1[NH:12][CH:13]1[CH2:18][CH2:17][N:16]([CH:19]2[CH2:24][CH2:23][O:22][CH2:21][CH2:20]2)[CH2:15][CH2:14]1)([O-])=O.C([O-])=O.[NH4+]. (5) Given the product [CH3:17][S:18]([O:5][CH2:4][C:3]1[CH:6]=[CH:7][CH:8]=[CH:9][C:2]=1[F:1])(=[O:20])=[O:19], predict the reactants needed to synthesize it. The reactants are: [F:1][C:2]1[CH:9]=[CH:8][CH:7]=[CH:6][C:3]=1[CH2:4][OH:5].C(N(CC)CC)C.[CH3:17][S:18](Cl)(=[O:20])=[O:19].O. (6) Given the product [Cl:24][C:25]1[CH:32]=[CH:31][C:28]([CH:29]2[N:21]([CH2:20][C:19]3[CH:22]=[CH:23][C:16]([O:15][CH3:14])=[CH:17][CH:18]=3)[C:4](=[O:13])[C:5]([OH:12])=[C:6]2[C:7](=[O:11])[CH:8]([CH3:9])[CH3:10])=[C:27]([CH3:33])[CH:26]=1, predict the reactants needed to synthesize it. The reactants are: C(O[C:4](=[O:13])[C:5](=[O:12])[CH2:6][C:7](=[O:11])[CH:8]([CH3:10])[CH3:9])C.[CH3:14][O:15][C:16]1[CH:23]=[CH:22][C:19]([CH2:20][NH2:21])=[CH:18][CH:17]=1.[Cl:24][C:25]1[CH:32]=[CH:31][C:28]([CH:29]=O)=[C:27]([CH3:33])[CH:26]=1.